From a dataset of Forward reaction prediction with 1.9M reactions from USPTO patents (1976-2016). Predict the product of the given reaction. (1) Given the reactants [C:1]([CH2:3][CH2:4][C:5]1[CH:6]=[C:7]([CH:12]=[CH:13][CH:14]=1)[C:8]([O:10]C)=[O:9])#[N:2].O1CCCC1.[OH-].[Na+].Cl, predict the reaction product. The product is: [C:1]([CH2:3][CH2:4][C:5]1[CH:6]=[C:7]([CH:12]=[CH:13][CH:14]=1)[C:8]([OH:10])=[O:9])#[N:2]. (2) The product is: [N+:27]([C:24]1[CH:23]=[C:22]([NH:1][C@@H:2]2[CH2:6][CH2:5][N:4]([C:7]([O:9][C:10]([CH3:13])([CH3:12])[CH3:11])=[O:8])[CH2:3]2)[CH:21]=[CH:26][CH:25]=1)([O-:29])=[O:28]. Given the reactants [NH2:1][C@@H:2]1[CH2:6][CH2:5][N:4]([C:7]([O:9][C:10]([CH3:13])([CH3:12])[CH3:11])=[O:8])[CH2:3]1.C(=O)([O-])[O-].[K+].[K+].F[C:21]1[CH:26]=[CH:25][C:24]([N+:27]([O-:29])=[O:28])=[CH:23][CH:22]=1.O, predict the reaction product. (3) Given the reactants [CH3:1][N:2]1[C:10]2[C:9](=[O:11])[NH:8][C:7]([CH3:12])=[N:6][C:5]=2[C:4]([CH2:13][CH2:14][CH3:15])=[N:3]1.[CH2:16]([O:18][C:19](=[O:39])[C:20]([O:24][C:25]1[CH:30]=[CH:29][CH:28]=[C:27]([CH2:31][CH2:32][CH2:33]OS(C)(=O)=O)[CH:26]=1)([CH3:23])[CH2:21][CH3:22])[CH3:17], predict the reaction product. The product is: [CH2:16]([O:18][C:19](=[O:39])[C:20]([O:24][C:25]1[CH:30]=[CH:29][CH:28]=[C:27]([CH2:31][CH2:32][CH2:33][N:8]2[C:9](=[O:11])[C:10]3[N:2]([CH3:1])[N:3]=[C:4]([CH2:13][CH2:14][CH3:15])[C:5]=3[N:6]=[C:7]2[CH3:12])[CH:26]=1)([CH3:23])[CH2:21][CH3:22])[CH3:17]. (4) Given the reactants [CH2:1]([C:3]1[C:8]([CH:9]=O)=[CH:7][CH:6]=[CH:5][C:4]=1[C:11]1[S:15][C:14]([C:16]2[CH:17]=[CH:18][C:19]([CH2:24][CH:25]([CH3:27])[CH3:26])=[C:20]([CH:23]=2)[C:21]#[N:22])=[N:13][N:12]=1)[CH3:2].[NH:28]1[CH2:33][CH2:32][CH:31]([C:34]([O:36][CH2:37][CH3:38])=[O:35])[CH2:30][CH2:29]1.CC(O)=O.C(O[BH-](OC(=O)C)OC(=O)C)(=O)C.[Na+], predict the reaction product. The product is: [C:21]([C:20]1[CH:23]=[C:16]([C:14]2[S:15][C:11]([C:4]3[C:3]([CH2:1][CH3:2])=[C:8]([CH2:9][N:28]4[CH2:33][CH2:32][CH:31]([C:34]([O:36][CH2:37][CH3:38])=[O:35])[CH2:30][CH2:29]4)[CH:7]=[CH:6][CH:5]=3)=[N:12][N:13]=2)[CH:17]=[CH:18][C:19]=1[CH2:24][CH:25]([CH3:27])[CH3:26])#[N:22]. (5) Given the reactants C(O[C:6]([C:8]1[N:9]=[C:10]([C:27]#[N:28])[C:11]2[C:16]([C:17]=1[OH:18])=[CH:15][CH:14]=[C:13]([O:19][C:20]1[CH:25]=[CH:24][C:23]([CH3:26])=[CH:22][CH:21]=1)[CH:12]=2)=[O:7])CCC.[NH2:29][CH2:30][C:31]([CH3:38])([CH3:37])[C:32]([O:34][CH2:35][CH3:36])=[O:33], predict the reaction product. The product is: [CH2:35]([O:34][C:32](=[O:33])[C:31]([CH3:38])([CH3:37])[CH2:30][NH:29][C:6]([C:8]1[N:9]=[C:10]([C:27]#[N:28])[C:11]2[C:16]([C:17]=1[OH:18])=[CH:15][CH:14]=[C:13]([O:19][C:20]1[CH:25]=[CH:24][C:23]([CH3:26])=[CH:22][CH:21]=1)[CH:12]=2)=[O:7])[CH3:36]. (6) Given the reactants CCN(C(C)C)C(C)C.C1C=CC2N(O)N=NC=2C=1.CCN=C=NCCCN(C)C.[N:31]1[CH:36]=[CH:35][CH:34]=[C:33]([N:37]2[CH:41]=[C:40]([C:42]([OH:44])=O)[N:39]=[N:38]2)[CH:32]=1.Cl.[NH2:46][CH2:47][C:48]([N:50]1[CH2:55][CH2:54][N:53]([C:56](=[O:65])[C:57]2[CH:62]=[C:61]([F:63])[CH:60]=[CH:59][C:58]=2[Cl:64])[CH2:52][CH2:51]1)=[O:49].ClC1C=CC(F)=CC=1C(O)=O, predict the reaction product. The product is: [Cl:64][C:58]1[CH:59]=[CH:60][C:61]([F:63])=[CH:62][C:57]=1[C:56]([N:53]1[CH2:52][CH2:51][N:50]([C:48](=[O:49])[CH2:47][NH:46][C:42]([C:40]2[N:39]=[N:38][N:37]([C:33]3[CH:32]=[N:31][CH:36]=[CH:35][CH:34]=3)[CH:41]=2)=[O:44])[CH2:55][CH2:54]1)=[O:65].